Predict the reaction yield, written as a fraction of the theoretical maximum amount of product (1.0 means a 100% yield; for example, 0.34 means a 34% yield). From a dataset of Reaction yield outcomes from USPTO patents with 853,638 reactions. (1) The reactants are C[C:2]1[CH:3]([C:11](=O)C)[CH2:4][CH:5]2[CH:7]([CH:8]=1)[C:6]2([CH3:10])[CH3:9].[CH:14](=[O:16])[CH3:15].B(F)(F)F.[CH3:21][CH2:22][O:23]CC. The catalyst is ClCCCl. The product is [C:14]([O:23][C@H:22]([C@@H:4]1[C:3]([CH3:11])=[CH:2][CH2:8][C@@H:7]2[C@H:5]1[C:6]2([CH3:9])[CH3:10])[CH3:21])(=[O:16])[CH3:15]. The yield is 0.820. (2) The reactants are O.O.[Sn](Cl)Cl.[CH3:6][C:7]([C:11]1[CH:16]=[CH:15][CH:14]=[C:13]([N+:17]([O-])=O)[CH:12]=1)([CH3:10])[C:8]#[N:9]. The catalyst is CCO. The product is [NH2:17][C:13]1[CH:12]=[C:11]([C:7]([CH3:10])([CH3:6])[C:8]#[N:9])[CH:16]=[CH:15][CH:14]=1. The yield is 0.730. (3) The reactants are [F:1][C:2]([F:18])([F:17])[C:3]([NH:5][C:6]1[C:15]2[C:10](=[CH:11][CH:12]=[C:13]([OH:16])[CH:14]=2)[CH:9]=[CH:8][CH:7]=1)=[O:4].CI.[C:21]([O-])([O-])=O.[K+].[K+]. The catalyst is CCCC[N+](CCCC)(CCCC)CCCC.[I-].CC(C)=O. The product is [F:1][C:2]([F:17])([F:18])[C:3]([N:5]([C:6]1[C:15]2[C:10](=[CH:11][CH:12]=[C:13]([OH:16])[CH:14]=2)[CH:9]=[CH:8][CH:7]=1)[CH3:21])=[O:4]. The yield is 0.630. (4) The reactants are [F:1][C:2]1[CH:3]=[CH:4][C:5]2[C:10](=O)[O:9]C(=O)[NH:7][C:6]=2[CH:13]=1.[Br:14][C:15]1[C:16]([CH3:22])=[C:17]([CH:19]=[CH:20][CH:21]=1)[NH2:18]. The catalyst is C1(C)C(C)=CC=CC=1. The product is [NH2:7][C:6]1[CH:13]=[C:2]([F:1])[CH:3]=[CH:4][C:5]=1[C:10]([NH:18][C:17]1[CH:19]=[CH:20][CH:21]=[C:15]([Br:14])[C:16]=1[CH3:22])=[O:9]. The yield is 0.410. (5) The reactants are [F:1][CH:2]([F:11])[C:3]([C:5]1[CH:10]=[CH:9][CH:8]=[CH:7][CH:6]=1)=[O:4].Br[C:13]1[CH:18]=[CH:17][C:16]([F:19])=[CH:15][CH:14]=1.ClC1C=CC(F)=CC=1. No catalyst specified. The product is [F:1][C:2]([F:11])([C:13]1[CH:18]=[CH:17][C:16]([F:19])=[CH:15][CH:14]=1)[C:3]([C:5]1[CH:6]=[CH:7][CH:8]=[CH:9][CH:10]=1)=[O:4]. The yield is 0.910. (6) The reactants are [NH2:1][C:2]1[CH:7]=[CH:6][C:5]([CH2:8][CH2:9][CH2:10][C:11]([OH:13])=[O:12])=[CH:4][CH:3]=1.C(Cl)Cl.Cl[Si](C)(C)C. The catalyst is C(OC(=O)C)C. The product is [C:11]([NH:1][C:2]1[CH:3]=[CH:4][C:5]([CH2:8][CH2:9][CH2:10][C:11]([OH:13])=[O:12])=[CH:6][CH:7]=1)([CH:10]=[CH2:9])=[O:12]. The yield is 0.920. (7) The reactants are [CH2:1]([C:3]1[S:4][CH:5]=[C:6](/[CH:8]=[CH:9]/[C:10]2[C:11]([O:21][CH2:22][C:23]3[CH:46]=[CH:45][C:26]([O:27][CH2:28][C:29]4[N:30]=[C:31]([C:35]5[CH:36]=[C:37]([CH:42]=[CH:43][CH:44]=5)[C:38](OC)=[O:39])[O:32][C:33]=4[CH3:34])=[C:25]([O:47][CH3:48])[CH:24]=3)=[N:12][N:13]([C:15]3[CH:20]=[CH:19][CH:18]=[CH:17][CH:16]=3)[CH:14]=2)[N:7]=1)[CH3:2].[BH4-].[Li+].O1CCCC1. The catalyst is O. The product is [CH2:1]([C:3]1[S:4][CH:5]=[C:6](/[CH:8]=[CH:9]/[C:10]2[C:11]([O:21][CH2:22][C:23]3[CH:46]=[CH:45][C:26]([O:27][CH2:28][C:29]4[N:30]=[C:31]([C:35]5[CH:36]=[C:37]([CH2:38][OH:39])[CH:42]=[CH:43][CH:44]=5)[O:32][C:33]=4[CH3:34])=[C:25]([O:47][CH3:48])[CH:24]=3)=[N:12][N:13]([C:15]3[CH:16]=[CH:17][CH:18]=[CH:19][CH:20]=3)[CH:14]=2)[N:7]=1)[CH3:2]. The yield is 0.620. (8) The reactants are [N:1]12[CH2:8][CH2:7][C:4]([C:9]([C:17]3[CH:22]=[CH:21][CH:20]=[CH:19][CH:18]=3)([C:11]3[CH:16]=[CH:15][CH:14]=[CH:13][CH:12]=3)[OH:10])([CH2:5][CH2:6]1)[CH2:3][CH2:2]2.[Br:23][CH3:24]. The catalyst is CC#N. The product is [Br-:23].[OH:10][C:9]([C:17]1[CH:22]=[CH:21][CH:20]=[CH:19][CH:18]=1)([C:11]1[CH:12]=[CH:13][CH:14]=[CH:15][CH:16]=1)[C:4]12[CH2:5][CH2:6][N+:1]([CH3:24])([CH2:2][CH2:3]1)[CH2:8][CH2:7]2. The yield is 0.880.